This data is from CYP1A2 inhibition data for predicting drug metabolism from PubChem BioAssay. The task is: Regression/Classification. Given a drug SMILES string, predict its absorption, distribution, metabolism, or excretion properties. Task type varies by dataset: regression for continuous measurements (e.g., permeability, clearance, half-life) or binary classification for categorical outcomes (e.g., BBB penetration, CYP inhibition). Dataset: cyp1a2_veith. (1) The compound is Cc1cnc(CNc2ncnc3ccc(-c4ccoc4)cc23)cn1. The result is 1 (inhibitor). (2) The compound is C[C@H](NCCN(C)C)[C@@H]1CC[C@@H]2[C@H]3CCc4cc(O)ccc4[C@H]3CC[C@@]12C. The result is 0 (non-inhibitor).